From a dataset of Reaction yield outcomes from USPTO patents with 853,638 reactions. Predict the reaction yield, written as a fraction of the theoretical maximum amount of product (1.0 means a 100% yield; for example, 0.34 means a 34% yield). (1) The reactants are [F:1][C:2]1[CH:9]=[CH:8][CH:7]=[C:6](F)[C:3]=1C=O.[N:11]1([C:17]([O:19][C:20]([CH3:23])([CH3:22])[CH3:21])=[O:18])[CH2:16][CH2:15][NH:14][CH2:13][CH2:12]1.[C:24](=[O:27])([O-])[O-].[K+].[K+]. The catalyst is CN(C)C=O.O. The product is [F:1][C:2]1([CH:3]=[CH:6][CH:7]=[C:8]([N:14]2[CH2:15][CH2:16][N:11]([C:17]([O:19][C:20]([CH3:23])([CH3:22])[CH3:21])=[O:18])[CH2:12][CH2:13]2)[CH2:9]1)[CH:24]=[O:27]. The yield is 0.710. (2) The reactants are [C:1]1([O:7][CH3:8])[CH:6]=[CH:5][CH:4]=[CH:3][CH:2]=1.[Cl-].[Al+3].[Cl-].[Cl-].[Cl:13][CH2:14][CH2:15][CH2:16][C:17](Cl)=[O:18].O. The catalyst is C1(C)C=CC=CC=1. The product is [Cl:13][CH2:14][CH2:15][CH2:16][C:17]([C:4]1[CH:5]=[CH:6][C:1]([O:7][CH3:8])=[CH:2][CH:3]=1)=[O:18]. The yield is 0.990. (3) The reactants are [N:1]1([CH2:5][C:6]2[N:10]([CH3:11])[N:9]=[C:8]([NH2:12])[CH:7]=2)[CH2:4][CH2:3][CH2:2]1.Br[C:14]1[C:15](=[O:22])[N:16]([CH3:21])[N:17]=[C:18]([Cl:20])[CH:19]=1.C1(P(C2C=CC=CC=2)C2C3OC4C(=CC=CC=4P(C4C=CC=CC=4)C4C=CC=CC=4)C(C)(C)C=3C=CC=2)C=CC=CC=1. The catalyst is O1CCOCC1.ClCCl.O.C1C=CC(/C=C/C(/C=C/C2C=CC=CC=2)=O)=CC=1.C1C=CC(/C=C/C(/C=C/C2C=CC=CC=2)=O)=CC=1.C1C=CC(/C=C/C(/C=C/C2C=CC=CC=2)=O)=CC=1.[Pd].[Pd]. The product is [N:1]1([CH2:5][C:6]2[N:10]([CH3:11])[N:9]=[C:8]([NH:12][C:14]3[C:15](=[O:22])[N:16]([CH3:21])[N:17]=[C:18]([Cl:20])[CH:19]=3)[CH:7]=2)[CH2:4][CH2:3][CH2:2]1. The yield is 0.500. (4) The reactants are [CH3:1][CH:2]1[CH2:6][CH2:5][CH2:4][N:3]1[CH2:7][CH2:8][O:9][C:10]1[CH:15]=[CH:14][C:13]([C:16]2[O:17][CH:18]=[C:19]([CH2:21][C:22]([OH:24])=O)[N:20]=2)=[CH:12][CH:11]=1.[NH:25]1[CH2:30][CH2:29][CH2:28][CH2:27][CH2:26]1.C(N(CC)CC)C.Cl.CN(C)CCCN=C=NCC.ON1C2C=CC=CC=2N=N1. The catalyst is ClCCl. The product is [CH3:1][CH:2]1[CH2:6][CH2:5][CH2:4][N:3]1[CH2:7][CH2:8][O:9][C:10]1[CH:15]=[CH:14][C:13]([C:16]2[O:17][CH:18]=[C:19]([CH2:21][C:22]([N:25]3[CH2:30][CH2:29][CH2:28][CH2:27][CH2:26]3)=[O:24])[N:20]=2)=[CH:12][CH:11]=1. The yield is 0.440.